From a dataset of Full USPTO retrosynthesis dataset with 1.9M reactions from patents (1976-2016). Predict the reactants needed to synthesize the given product. (1) Given the product [N+:28]([C:31]1[CH:35]=[CH:34][S:33][C:32]=1[C:36]1[S:37][CH:38]=[CH:39][N:40]=1)([O-:30])=[O:29].[S:37]1[CH:38]=[CH:39][N:40]=[C:36]1[C:32]1[S:33][CH:34]=[CH:35][C:31]=1[NH2:28], predict the reactants needed to synthesize it. The reactants are: ClC1SC=CC=1[N+]([O-])=O.C([Sn](CCCC)(CCCC)C1SC=CN=1)CCC.[N+:28]([C:31]1[CH:35]=[CH:34][S:33][C:32]=1[C:36]1[S:37][CH:38]=[CH:39][N:40]=1)([O-:30])=[O:29]. (2) Given the product [ClH:42].[C:1]([NH:4][C@@H:5]1[CH2:11][C@:10]2([C:20]3[CH:21]=[CH:22][CH:23]=[CH:24][CH:25]=3)[NH:12][C@H:6]1[CH2:7][CH2:8][C@H:9]2[O:26][CH2:27][C:28]1[CH:29]=[C:30]([C:38]([F:39])([F:40])[F:41])[CH:31]=[C:32]([C:34]([F:36])([F:35])[F:37])[CH:33]=1)(=[O:3])[CH3:2], predict the reactants needed to synthesize it. The reactants are: [C:1]([NH:4][C@@H:5]1[CH2:11][C@:10]2([C:20]3[CH:25]=[CH:24][CH:23]=[CH:22][CH:21]=3)[N:12](CC3C=CC=CC=3)[C@H:6]1[CH2:7][CH2:8][C@H:9]2[O:26][CH2:27][C:28]1[CH:33]=[C:32]([C:34]([F:37])([F:36])[F:35])[CH:31]=[C:30]([C:38]([F:41])([F:40])[F:39])[CH:29]=1)(=[O:3])[CH3:2].[ClH:42].